From a dataset of Forward reaction prediction with 1.9M reactions from USPTO patents (1976-2016). Predict the product of the given reaction. Given the reactants [Cl:1][C:2]1[CH:3]=[CH:4][CH:5]=[C:6]2[C:11]=1[N:10]=[C:9]([C:12]1[CH:17]=[CH:16][CH:15]=[CH:14][C:13]=1[O:18][C:19]([F:22])([F:21])[F:20])[C:8]([CH:23]=[O:24])=[CH:7]2.O1CCCC1.[BH4-].[Na+], predict the reaction product. The product is: [Cl:1][C:2]1[CH:3]=[CH:4][CH:5]=[C:6]2[C:11]=1[N:10]=[C:9]([C:12]1[CH:17]=[CH:16][CH:15]=[CH:14][C:13]=1[O:18][C:19]([F:20])([F:21])[F:22])[C:8]([CH2:23][OH:24])=[CH:7]2.